Dataset: HIV replication inhibition screening data with 41,000+ compounds from the AIDS Antiviral Screen. Task: Binary Classification. Given a drug SMILES string, predict its activity (active/inactive) in a high-throughput screening assay against a specified biological target. The compound is O=C(O)c1cc(=O)c2c(OCC(O)COc3cccc4oc(C(=O)O)cc(=O)c34)cccc2o1. The result is 0 (inactive).